This data is from CYP2C9 inhibition data for predicting drug metabolism from PubChem BioAssay. The task is: Regression/Classification. Given a drug SMILES string, predict its absorption, distribution, metabolism, or excretion properties. Task type varies by dataset: regression for continuous measurements (e.g., permeability, clearance, half-life) or binary classification for categorical outcomes (e.g., BBB penetration, CYP inhibition). Dataset: cyp2c9_veith. (1) The drug is CCOC(=O)c1cnc2cc3c(cn2c1=O)CCCC3. The result is 0 (non-inhibitor). (2) The molecule is O=[N+]([O-])c1ccc(N2CCN(CCOc3nonc3-c3ccccc3)CC2)c(Cl)c1. The result is 1 (inhibitor).